Dataset: Forward reaction prediction with 1.9M reactions from USPTO patents (1976-2016). Task: Predict the product of the given reaction. (1) Given the reactants [Cl:1][C:2]1[CH:7]=[CH:6][C:5](/[C:8](=[CH:11]/[C:12]2[NH:13][CH:14]=[CH:15][CH:16]=2)/[C:9]#[N:10])=[CH:4][CH:3]=1.C([O-])([O-])=O.[K+].[K+].[CH3:23][C:24]([CH3:28])=[CH:25][CH2:26]Br, predict the reaction product. The product is: [Cl:1][C:2]1[CH:7]=[CH:6][C:5](/[C:8](=[CH:11]/[C:12]2[N:13]([CH2:26][CH:25]=[C:24]([CH3:28])[CH3:23])[CH:14]=[CH:15][CH:16]=2)/[C:9]#[N:10])=[CH:4][CH:3]=1. (2) Given the reactants [Cl:1][C:2]1[C:3]([F:31])=[C:4]([CH:8]2[C:12]([C:15]3[CH:20]=[CH:19][C:18]([Cl:21])=[CH:17][C:16]=3[F:22])([C:13]#[N:14])[CH:11]([CH2:23][C:24]([CH3:27])([CH3:26])[CH3:25])[NH:10][CH:9]2[C:28]([OH:30])=O)[CH:5]=[CH:6][CH:7]=1.CCN(C(C)C)C(C)C.[NH2:41][C:42]1[CH:51]=[CH:50][C:45]([C:46]([O:48][CH3:49])=[O:47])=[C:44]([O:52][CH2:53][CH3:54])[CH:43]=1.CN(C(ON1N=NC2C=CC=NC1=2)=[N+](C)C)C.F[P-](F)(F)(F)(F)F, predict the reaction product. The product is: [Cl:1][C:2]1[C:3]([F:31])=[C:4]([C@@H:8]2[C@:12]([C:15]3[CH:20]=[CH:19][C:18]([Cl:21])=[CH:17][C:16]=3[F:22])([C:13]#[N:14])[C@H:11]([CH2:23][C:24]([CH3:25])([CH3:26])[CH3:27])[NH:10][C@H:9]2[C:28]([NH:41][C:42]2[CH:51]=[CH:50][C:45]([C:46]([O:48][CH3:49])=[O:47])=[C:44]([O:52][CH2:53][CH3:54])[CH:43]=2)=[O:30])[CH:5]=[CH:6][CH:7]=1. (3) Given the reactants Br[C:2]1[S:3][C:4](Br)=[CH:5][C:6]=1[C:7]1[S:11][C:10]([NH:12][C:13](=[O:22])[C:14]2[C:19]([F:20])=[CH:18][CH:17]=[CH:16][C:15]=2[F:21])=[N:9][C:8]=1[CH3:23].O1C2C=CC(C3SC(NC(=O)C4C(F)=CC=CC=4F)=NC=3C)=CC=2OC1, predict the reaction product. The product is: [F:21][C:15]1[CH:16]=[CH:17][CH:18]=[C:19]([F:20])[C:14]=1[C:13]([NH:12][C:10]1[S:11][C:7]([C:6]2[CH:5]=[CH:4][S:3][CH:2]=2)=[C:8]([CH3:23])[N:9]=1)=[O:22].